Dataset: Catalyst prediction with 721,799 reactions and 888 catalyst types from USPTO. Task: Predict which catalyst facilitates the given reaction. Reactant: [NH2:1][C:2]1[C:3]([OH:14])=[N:4][CH:5]=[C:6]([S:8]([C:10]([F:13])([F:12])[F:11])=[O:9])[CH:7]=1.[CH2:15]([S:17][C:18]1[C:19]([C:28](O)=[O:29])=[N:20][CH:21]=[C:22]([C:24]([F:27])([F:26])[F:25])[CH:23]=1)[CH3:16].CCN=C=NCCCN(C)C.Cl.N1C=CC=CC=1. Product: [CH2:15]([S:17][C:18]1[C:19]([C:28]([NH:1][C:2]2[C:3]([OH:14])=[N:4][CH:5]=[C:6]([S:8]([C:10]([F:13])([F:12])[F:11])=[O:9])[CH:7]=2)=[O:29])=[N:20][CH:21]=[C:22]([C:24]([F:27])([F:25])[F:26])[CH:23]=1)[CH3:16]. The catalyst class is: 6.